Dataset: Full USPTO retrosynthesis dataset with 1.9M reactions from patents (1976-2016). Task: Predict the reactants needed to synthesize the given product. Given the product [CH2:21]([NH:20][C:19]([C:15]1[S:14][C:13]([N:10]2[CH:11]=[CH:12][C:7]([CH2:32][CH2:33][C:34]3[CH:39]=[CH:38][CH:37]=[CH:36][CH:35]=3)=[CH:8][C:9]2=[O:29])=[N:17][C:16]=1[CH3:18])=[O:28])[C:22]1[CH:27]=[CH:26][CH:25]=[CH:24][CH:23]=1, predict the reactants needed to synthesize it. The reactants are: FC(F)(F)S(O[C:7]1[CH:12]=[CH:11][N:10]([C:13]2[S:14][C:15]([C:19](=[O:28])[NH:20][CH2:21][C:22]3[CH:27]=[CH:26][CH:25]=[CH:24][CH:23]=3)=[C:16]([CH3:18])[N:17]=2)[C:9](=[O:29])[CH:8]=1)(=O)=O.[CH2:32](B(O)O)[CH2:33][C:34]1[CH:39]=[CH:38][CH:37]=[CH:36][CH:35]=1.C(=O)([O-])[O-].[K+].[K+].O1CCCC1.